This data is from Full USPTO retrosynthesis dataset with 1.9M reactions from patents (1976-2016). The task is: Predict the reactants needed to synthesize the given product. Given the product [F:3][C:4]1[CH:25]=[C:24]([S:26]([CH3:29])(=[O:28])=[O:27])[C:23]([F:30])=[CH:22][C:5]=1[O:6][C@H:7]1[CH2:12][CH2:11][CH2:10][N:9]([CH:13]2[CH2:14][CH2:15][N:16](/[C:19](=[N:1]/[OH:2])/[NH2:20])[CH2:17][CH2:18]2)[C:8]1=[O:21], predict the reactants needed to synthesize it. The reactants are: [NH2:1][OH:2].[F:3][C:4]1[CH:25]=[C:24]([S:26]([CH3:29])(=[O:28])=[O:27])[C:23]([F:30])=[CH:22][C:5]=1[O:6][C@H:7]1[CH2:12][CH2:11][CH2:10][N:9]([CH:13]2[CH2:18][CH2:17][N:16]([C:19]#[N:20])[CH2:15][CH2:14]2)[C:8]1=[O:21].